This data is from Catalyst prediction with 721,799 reactions and 888 catalyst types from USPTO. The task is: Predict which catalyst facilitates the given reaction. (1) Reactant: Br[CH2:2][CH2:3][CH2:4][CH2:5][N:6]1[C:11](=[O:12])[CH2:10][CH:9]([CH3:13])[C:8]([C:14]2[CH:23]=[CH:22][C:21]([O:24][CH3:25])=[C:20]3[C:15]=2[CH:16]=[CH:17][C:18]([CH3:26])=[N:19]3)=[N:7]1.[OH:27][C:28]1[CH:33]=[CH:32][C:31]([C:34]2[CH:35]([CH3:41])[CH2:36][C:37](=[O:40])[NH:38][N:39]=2)=[CH:30][CH:29]=1.C(=O)([O-])[O-].[K+].[K+].O. Product: [CH3:25][O:24][C:21]1[CH:22]=[CH:23][C:14]([C:8]2[CH:9]([CH3:13])[CH2:10][C:11](=[O:12])[N:6]([CH2:5][CH2:4][CH2:3][CH2:2][O:27][C:28]3[CH:29]=[CH:30][C:31]([C:34]4[CH:35]([CH3:41])[CH2:36][C:37](=[O:40])[NH:38][N:39]=4)=[CH:32][CH:33]=3)[N:7]=2)=[C:15]2[C:20]=1[N:19]=[C:18]([CH3:26])[CH:17]=[CH:16]2. The catalyst class is: 3. (2) Reactant: [C:1]([CH:11]1[NH:18][C:16](=[O:17])CCCC1)([CH:3]1NC(=O)C[CH2:6][CH2:5][CH2:4]1)=O.N[C:20](N)(N)[CH2:21][CH2:22]CCCCCC. Product: [N:18]([CH2:11][CH:1]([CH2:3][CH2:4][CH2:5][CH3:6])[CH2:20][CH2:21][CH3:22])=[C:16]=[O:17]. The catalyst class is: 13. (3) Reactant: [N+:1]([C:4]1[CH:5]=[C:6]([N:10]2[CH2:15][CH2:14][N:13](C(OC(C)(C)C)=O)[CH2:12][C:11]2=[O:23])[CH:7]=[CH:8][CH:9]=1)([O-:3])=[O:2].FC(F)(F)C(O)=O. Product: [N+:1]([C:4]1[CH:5]=[C:6]([N:10]2[CH2:15][CH2:14][NH:13][CH2:12][C:11]2=[O:23])[CH:7]=[CH:8][CH:9]=1)([O-:3])=[O:2]. The catalyst class is: 4. (4) Reactant: [NH2:1][C:2]1[CH:13]=[CH:12][C:11]([F:14])=[CH:10][C:3]=1[C:4](N(OC)C)=[O:5].C([Mg]Cl)(C)C.[N:20]1[CH:25]=[CH:24][CH:23]=[CH:22][C:21]=1[Mg]Br. Product: [NH2:1][C:2]1[CH:13]=[CH:12][C:11]([F:14])=[CH:10][C:3]=1[C:4]([C:21]1[CH:22]=[CH:23][CH:24]=[CH:25][N:20]=1)=[O:5]. The catalyst class is: 76. (5) Reactant: Br.[F:2][C:3]1[CH:4]=[C:5]([C:9](=[O:17])[CH2:10][C:11]2[CH:16]=[CH:15][N:14]=[CH:13][CH:12]=2)[CH:6]=[CH:7][CH:8]=1.O.C(=O)([O-])[O-:20].[Na+].[Na+]. Product: [F:2][C:3]1[CH:4]=[C:5]([C:9](=[O:17])[C:10]([C:11]2[CH:12]=[CH:13][N:14]=[CH:15][CH:16]=2)=[O:20])[CH:6]=[CH:7][CH:8]=1. The catalyst class is: 16. (6) Reactant: [NH2:1][C:2](=O)[CH2:3][CH2:4][C@@H:5]([NH:17][C:18](=[O:24])[O:19][C:20]([CH3:23])([CH3:22])[CH3:21])[CH2:6][C:7]1[CH:8]=[N:9][C:10]([C:13]([F:16])([F:15])[F:14])=[CH:11][CH:12]=1.COC1C=CC(P2(SP(C3C=CC(OC)=CC=3)(=S)S2)=[S:35])=CC=1. Product: [NH2:1][C:2](=[S:35])[CH2:3][CH2:4][C@@H:5]([NH:17][C:18](=[O:24])[O:19][C:20]([CH3:23])([CH3:22])[CH3:21])[CH2:6][C:7]1[CH:8]=[N:9][C:10]([C:13]([F:16])([F:15])[F:14])=[CH:11][CH:12]=1. The catalyst class is: 2.